This data is from Peptide-MHC class II binding affinity with 134,281 pairs from IEDB. The task is: Regression. Given a peptide amino acid sequence and an MHC pseudo amino acid sequence, predict their binding affinity value. This is MHC class II binding data. (1) The peptide sequence is KSAFQSSVASGFIGF. The binding affinity (normalized) is 0.250. The MHC is DRB1_0802 with pseudo-sequence DRB1_0802. (2) The peptide sequence is SQPLELSWNLNGLQAY. The MHC is DRB1_0802 with pseudo-sequence DRB1_0802. The binding affinity (normalized) is 0.503. (3) The peptide sequence is YRKILRQRKIDRLID. The MHC is DRB1_0301 with pseudo-sequence DRB1_0301. The binding affinity (normalized) is 0.652. (4) The peptide sequence is KCRAPGGAKKPLRPR. The MHC is DRB1_0701 with pseudo-sequence DRB1_0701. The binding affinity (normalized) is 0.301. (5) The peptide sequence is SIVYEADHHILHLPGCVPCV. The MHC is DRB4_0101 with pseudo-sequence DRB4_0103. The binding affinity (normalized) is 0.630. (6) The peptide sequence is SKKDKFVAANAGGTV. The MHC is HLA-DPA10201-DPB10101 with pseudo-sequence HLA-DPA10201-DPB10101. The binding affinity (normalized) is 0.0748.